From a dataset of Catalyst prediction with 721,799 reactions and 888 catalyst types from USPTO. Predict which catalyst facilitates the given reaction. (1) Reactant: [F:1][C:2]1[C:3]([NH:20][C:21]2[CH:22]=[C:23]([NH:27][C:28](=[O:31])[CH:29]=[CH2:30])[CH:24]=[CH:25][CH:26]=2)=[N:4][C:5]([NH:8][C:9]2[CH:14]=[CH:13][C:12]([O:15][CH2:16][CH2:17][O:18][CH3:19])=[CH:11][CH:10]=2)=[N:6][CH:7]=1.[NH2:32][C@@H:33]([CH2:37][CH2:38][C:39]([NH:41][C@H:42]([C:45]([NH:47][CH2:48][C:49]([OH:51])=[O:50])=[O:46])[CH2:43][SH:44])=[O:40])[C:34]([OH:36])=[O:35]. Product: [NH2:32][C@@H:33]([CH2:37][CH2:38][C:39]([NH:41][C@@H:42]([CH2:43][S:44][CH2:30][CH2:29][C:28]([NH:27][C:23]1[CH:24]=[CH:25][CH:26]=[C:21]([NH:20][C:3]2[C:2]([F:1])=[CH:7][N:6]=[C:5]([NH:8][C:9]3[CH:14]=[CH:13][C:12]([O:15][CH2:16][CH2:17][O:18][CH3:19])=[CH:11][CH:10]=3)[N:4]=2)[CH:22]=1)=[O:31])[C:45]([NH:47][CH2:48][C:49]([OH:51])=[O:50])=[O:46])=[O:40])[C:34]([OH:36])=[O:35]. The catalyst class is: 61. (2) Reactant: [N+:1]([CH3:4])([O-:3])=[O:2].[CH:5](=O)[C:6]1[CH:11]=[CH:10][CH:9]=[CH:8][CH:7]=1.[OH-].[Na+].Cl. Product: [C:6]1([CH2:5][CH2:4][N+:1]([O-:3])=[O:2])[CH:11]=[CH:10][CH:9]=[CH:8][CH:7]=1. The catalyst class is: 24. (3) Reactant: [CH3:1][O:2][C:3](=[O:14])[CH2:4][C:5]1[CH:10]=[CH:9][C:8]([NH:11][CH:12]=O)=[CH:7][CH:6]=1.CSC.B.CO. Product: [CH3:1][O:2][C:3](=[O:14])[CH2:4][C:5]1[CH:10]=[CH:9][C:8]([NH:11][CH3:12])=[CH:7][CH:6]=1. The catalyst class is: 1.